This data is from Forward reaction prediction with 1.9M reactions from USPTO patents (1976-2016). The task is: Predict the product of the given reaction. Given the reactants CC(OC(/N=N/C(OC(C)C)=O)=O)C.[Br:15][C:16]1[C:25]2[N:26]=[C:27]([C:29]3[CH:34]=[CH:33][C:32]([CH3:35])=[C:31]([N+:36]([O-:38])=[O:37])[CH:30]=3)[NH:28][C:24]=2[C:23]2[C:22](=[O:39])[NH:21][C:20](=[O:40])[C:19]([CH3:42])([CH3:41])[C:18]=2[CH:17]=1.[CH3:43][O:44][C:45]1[CH:46]=[C:47]([CH2:53][CH2:54][N:55]([CH2:63][CH2:64][CH2:65]O)[C:56](=[O:62])[O:57][C:58]([CH3:61])([CH3:60])[CH3:59])[CH:48]=[CH:49][C:50]=1[O:51][CH3:52].C1C=CC(P(C2C=CC=CC=2)C2C=CC=CC=2)=CC=1, predict the reaction product. The product is: [Br:15][C:16]1[C:25]2[N:26]=[C:27]([C:29]3[CH:34]=[CH:33][C:32]([CH3:35])=[C:31]([N+:36]([O-:38])=[O:37])[CH:30]=3)[NH:28][C:24]=2[C:23]2[C:22](=[O:39])[N:21]([CH2:65][CH2:64][CH2:63][N:55]([CH2:54][CH2:53][C:47]3[CH:48]=[CH:49][C:50]([O:51][CH3:52])=[C:45]([O:44][CH3:43])[CH:46]=3)[C:56](=[O:62])[O:57][C:58]([CH3:60])([CH3:61])[CH3:59])[C:20](=[O:40])[C:19]([CH3:42])([CH3:41])[C:18]=2[CH:17]=1.